From a dataset of CYP2C19 inhibition data for predicting drug metabolism from PubChem BioAssay. Regression/Classification. Given a drug SMILES string, predict its absorption, distribution, metabolism, or excretion properties. Task type varies by dataset: regression for continuous measurements (e.g., permeability, clearance, half-life) or binary classification for categorical outcomes (e.g., BBB penetration, CYP inhibition). Dataset: cyp2c19_veith. (1) The compound is COc1cc(C)cc(OC)c1/C=C\C(=O)O. The result is 0 (non-inhibitor). (2) The compound is C[Si](C)(c1ccc(C(=O)O)cc1)c1ccc(C(=O)O)cc1. The result is 0 (non-inhibitor). (3) The drug is COc1cc(-c2nnc(SC/C=C/c3ccccc3)n2N)cc(OC)c1OC. The result is 1 (inhibitor). (4) The molecule is Cc1nn(C(C)C(=O)Nc2sc3c(c2C#N)CCCC3)c(C)c1[N+](=O)[O-]. The result is 1 (inhibitor).